This data is from Full USPTO retrosynthesis dataset with 1.9M reactions from patents (1976-2016). The task is: Predict the reactants needed to synthesize the given product. Given the product [F:18][C:15]1[CH:14]=[C:4]([CH:3]=[C:2]([F:1])[C:16]=1[F:17])[CH2:5][P:6](=[O:7])([OH:10])[OH:13], predict the reactants needed to synthesize it. The reactants are: [F:1][C:2]1[CH:3]=[C:4]([CH:14]=[C:15]([F:18])[C:16]=1[F:17])[CH2:5][P:6](=[O:13])([O:10]CC)[O:7]CC.Br[Si](C)(C)C.O.